From a dataset of Forward reaction prediction with 1.9M reactions from USPTO patents (1976-2016). Predict the product of the given reaction. (1) Given the reactants CON(C)[C:4]([C:6]1[N:7]=[C:8]([C:22]2[CH:27]=[CH:26][CH:25]=[CH:24][CH:23]=2)[N:9]2[CH2:14][CH2:13][N:12]([C:15]([O:17][C:18]([CH3:21])([CH3:20])[CH3:19])=[O:16])[CH2:11][C:10]=12)=[O:5].[CH2:29]([Mg]Cl)[C:30]([CH3:33])([CH3:32])[CH3:31], predict the reaction product. The product is: [CH3:29][C:30]([CH3:33])([CH3:32])[CH2:31][C:4]([C:6]1[N:7]=[C:8]([C:22]2[CH:23]=[CH:24][CH:25]=[CH:26][CH:27]=2)[N:9]2[CH2:14][CH2:13][N:12]([C:15]([O:17][C:18]([CH3:20])([CH3:19])[CH3:21])=[O:16])[CH2:11][C:10]=12)=[O:5]. (2) Given the reactants [CH2:1]([O:3][C:4]([C:6]1([C:9]2[CH:14]=[CH:13][C:12]([C:15]3[CH:20]=[CH:19][C:18]([C:21]4[S:22][C:23]([F:29])=[CH:24][C:25]=4C(O)=O)=[CH:17][CH:16]=3)=[CH:11][CH:10]=2)[CH2:8][CH2:7]1)=[O:5])[CH3:2].C([N:32]([CH2:35]C)CC)C.C1(P(N=[N+]=[N-])(C2C=CC=CC=2)=[O:44])C=CC=CC=1.[C:54]1([C@H:60]([OH:62])[CH3:61])[CH:59]=[CH:58][CH:57]=[CH:56][CH:55]=1, predict the reaction product. The product is: [CH2:1]([O:3][C:4]([C:6]1([C:9]2[CH:10]=[CH:11][C:12]([C:15]3[CH:20]=[CH:19][C:18]([C:21]4[S:22][C:23]([F:29])=[CH:24][C:25]=4[NH:32][C:35]([O:62][C@@H:60]([C:54]4[CH:59]=[CH:58][CH:57]=[CH:56][CH:55]=4)[CH3:61])=[O:44])=[CH:17][CH:16]=3)=[CH:13][CH:14]=2)[CH2:7][CH2:8]1)=[O:5])[CH3:2]. (3) The product is: [Cl:27][C:28]1[CH:36]=[C:35]([Cl:37])[CH:34]=[C:33]([Cl:38])[C:29]=1[C:30]([O:17][C:15]([C@H:13]1[CH2:14][C@@H:11]([C:9]([O:8][CH2:1][C:2]2[CH:3]=[CH:4][CH:5]=[CH:6][CH:7]=2)=[O:10])[C:12]1([CH3:19])[CH3:18])=[O:16])=[O:31]. Given the reactants [CH2:1]([O:8][C:9]([C@@H:11]1[CH2:14][C@H:13]([C:15]([OH:17])=[O:16])[C:12]1([CH3:19])[CH3:18])=[O:10])[C:2]1[CH:7]=[CH:6][CH:5]=[CH:4][CH:3]=1.C(N(CC)CC)C.[Cl:27][C:28]1[CH:36]=[C:35]([Cl:37])[CH:34]=[C:33]([Cl:38])[C:29]=1[C:30](Cl)=[O:31], predict the reaction product. (4) Given the reactants [C:1]12([CH2:15][C:14](=O)[C:13]3[C:8](=[CH:9][CH:10]=[CH:11][CH:12]=3)[O:7]1)[CH2:6][CH2:5][CH2:4][CH2:3][CH2:2]2.Cl.O([NH2:20])C.N1C=CC=CC=1, predict the reaction product. The product is: [C:1]12([CH2:15][CH:14]([NH2:20])[C:13]3[C:8](=[CH:9][CH:10]=[CH:11][CH:12]=3)[O:7]1)[CH2:6][CH2:5][CH2:4][CH2:3][CH2:2]2. (5) Given the reactants Cl[C:2]1[N:7]=[C:6]([NH:8][CH2:9][C:10]2[CH:15]=[CH:14][CH:13]=[CH:12][N:11]=2)[C:5]([F:16])=[CH:4][N:3]=1.[NH2:17][C:18]1[CH:19]=[C:20]2[C:24](=[CH:25][CH:26]=1)[NH:23][N:22]=[CH:21]2, predict the reaction product. The product is: [F:16][C:5]1[C:6]([NH:8][CH2:9][C:10]2[CH:15]=[CH:14][CH:13]=[CH:12][N:11]=2)=[N:7][C:2]([NH:17][C:18]2[CH:19]=[C:20]3[C:24](=[CH:25][CH:26]=2)[NH:23][N:22]=[CH:21]3)=[N:3][CH:4]=1. (6) Given the reactants [CH3:1][C:2]1([CH3:21])[CH:11]=[C:10]([CH3:12])[C:9]2[C:4](=[CH:5][CH:6]=[C:7](OS(C(F)(F)F)(=O)=O)[CH:8]=2)[NH:3]1.C(C1C=CC(OC)=C(C2C=C3C(=CC=2)NC(C)(C)C=C3C[S:44][CH2:45][CH2:46][C:47]2[CH:52]=CC=CC=2)C=1)(C)C.C(C1C=CC(OC)=C(B(O)O)C=1)(C)C.[C:69]1([CH2:75][CH2:76][SH:77])C=CC=CC=1, predict the reaction product. The product is: [CH2:76]([S:77][CH2:12][C:10]1[C:9]2[C:4](=[CH:5][CH:6]=[C:7]([C:47]3[CH:46]=[CH:45][S:44][CH:52]=3)[CH:8]=2)[NH:3][C:2]([CH3:1])([CH3:21])[CH:11]=1)[CH:75]=[CH2:69]. (7) The product is: [F:1][C:2]1[C:3]([NH:17][C:18]([NH:38][C:36]2[N:35]=[CH:34][N:33]=[C:32]3[NH:31][N:30]=[C:29]([O:28][CH3:27])[C:37]=23)=[O:26])=[C:4]([F:16])[CH:5]=[CH:6][C:7]=1[N:8]([CH3:15])[S:9]([CH2:12][CH2:13][CH3:14])(=[O:10])=[O:11]. Given the reactants [F:1][C:2]1[C:7]([N:8]([CH3:15])[S:9]([CH2:12][CH2:13][CH3:14])(=[O:11])=[O:10])=[CH:6][CH:5]=[C:4]([F:16])[C:3]=1[NH:17][C:18](=[O:26])OC1C=CC=CC=1.[CH3:27][O:28][C:29]1[C:37]2[C:32](=[N:33][CH:34]=[N:35][C:36]=2[NH2:38])[NH:31][N:30]=1.C(N(CC)CC)C.O, predict the reaction product.